This data is from Forward reaction prediction with 1.9M reactions from USPTO patents (1976-2016). The task is: Predict the product of the given reaction. (1) Given the reactants [NH2:1][C:2]1[N:11]=[CH:10][C:9]2[CH:8]=[CH:7][C:6]3[C:12]([C:16]([NH2:18])=[O:17])=[N:13][N:14]([CH3:15])[C:5]=3[C:4]=2[N:3]=1.N1C=CC=CC=1.[C:25]1([CH2:31][C:32](Cl)=[O:33])[CH:30]=[CH:29][CH:28]=[CH:27][CH:26]=1, predict the reaction product. The product is: [CH3:15][N:14]1[C:5]2[C:4]3[N:3]=[C:2]([NH:1][C:32](=[O:33])[CH2:31][C:25]4[CH:30]=[CH:29][CH:28]=[CH:27][CH:26]=4)[N:11]=[CH:10][C:9]=3[CH:8]=[CH:7][C:6]=2[C:12]([C:16]([NH2:18])=[O:17])=[N:13]1. (2) Given the reactants [OH:1][C:2]1[CH:9]=[CH:8][C:5]([CH:6]=O)=[CH:4][C:3]=1[CH3:10].[CH3:11][N:12]1[CH2:17][CH2:16][NH:15][CH2:14][CH2:13]1.C(O[BH-](OC(=O)C)OC(=O)C)(=O)C.[Na+].C([O-])(O)=O.[Na+], predict the reaction product. The product is: [CH3:10][C:3]1[CH:4]=[C:5]([CH2:6][N:15]2[CH2:16][CH2:17][N:12]([CH3:11])[CH2:13][CH2:14]2)[CH:8]=[CH:9][C:2]=1[OH:1]. (3) The product is: [Cl:15][C:2]1[CH:10]=[CH:9][CH:8]=[CH:7][C:3]=1[C:4]1[N:6]=[C:4]([N:22]2[CH2:23][CH2:24][N:19]([C:16](=[O:18])[CH3:17])[CH2:20][CH2:21]2)[C:3]2[C:2](=[CH:10][CH:9]=[CH:8][C:7]=2[C:11]([F:14])([F:13])[F:12])[N:1]=1. Given the reactants [NH2:1][C:2]1[CH:10]=[CH:9][CH:8]=[C:7]([C:11]([F:14])([F:13])[F:12])[C:3]=1[C:4]([NH2:6])=O.[Cl-:15].[C:16]([N:19]1[CH2:24][CH2:23][NH:22][CH2:21][CH2:20]1)(=[O:18])[CH3:17], predict the reaction product. (4) Given the reactants [C:1]([C:3]1[C:4]([N:16]2[CH2:21][CH2:20][CH:19]([C:22]([OH:24])=O)[CH2:18][CH2:17]2)=[N:5][C:6]([CH2:14][CH3:15])=[C:7]([C:9]([O:11][CH2:12][CH3:13])=[O:10])[CH:8]=1)#[N:2].[F:25][C:26]1[CH:31]=[CH:30][CH:29]=[C:28]([F:32])[C:27]=1[CH2:33][S:34]([NH2:37])(=[O:36])=[O:35], predict the reaction product. The product is: [C:1]([C:3]1[C:4]([N:16]2[CH2:21][CH2:20][CH:19]([C:22](=[O:24])[NH:37][S:34]([CH2:33][C:27]3[C:28]([F:32])=[CH:29][CH:30]=[CH:31][C:26]=3[F:25])(=[O:35])=[O:36])[CH2:18][CH2:17]2)=[N:5][C:6]([CH2:14][CH3:15])=[C:7]([CH:8]=1)[C:9]([O:11][CH2:12][CH3:13])=[O:10])#[N:2]. (5) Given the reactants [Cl:1][C:2]1[CH:3]=[C:4]([CH:18]=[CH:19][C:20]=1[F:21])[CH2:5][C:6]1[CH:7]=[N:8][C:9]2[N:10]([N:12]=[CH:13][C:14]=2[C:15]([OH:17])=O)[CH:11]=1.[NH2:22][CH2:23][C:24]1[N:29]=[C:28]([CH2:30][OH:31])[CH:27]=[CH:26][CH:25]=1.CN(C(ON1N=NC2C=CC=CC1=2)=[N+](C)C)C.[B-](F)(F)(F)F.C(N(CC)CC)C, predict the reaction product. The product is: [Cl:1][C:2]1[CH:3]=[C:4]([CH:18]=[CH:19][C:20]=1[F:21])[CH2:5][C:6]1[CH:7]=[N:8][C:9]2[N:10]([N:12]=[CH:13][C:14]=2[C:15]([NH:22][CH2:23][C:24]2[CH:25]=[CH:26][CH:27]=[C:28]([CH2:30][OH:31])[N:29]=2)=[O:17])[CH:11]=1.